Dataset: Reaction yield outcomes from USPTO patents with 853,638 reactions. Task: Predict the reaction yield, written as a fraction of the theoretical maximum amount of product (1.0 means a 100% yield; for example, 0.34 means a 34% yield). The reactants are [Cl:1][C:2]1[C:3]([NH:18][C:19]2[C:27]([F:28])=[CH:26][CH:25]=[CH:24][C:20]=2[C:21](O)=[O:22])=[CH:4][C:5]([NH:8][C:9]2[N:13]([CH:14]([CH3:16])[CH3:15])[N:12]=[C:11]([CH3:17])[CH:10]=2)=[N:6][CH:7]=1.C1C=CC2[N:37]([OH:38])N=NC=2C=1.[CH2:39](Cl)CCl.CCN(C(C)C)C(C)C. The catalyst is CN(C)C=O.C(O)(=O)C.O. The product is [Cl:1][C:2]1[C:3]([NH:18][C:19]2[C:27]([F:28])=[CH:26][CH:25]=[CH:24][C:20]=2[C:21]([NH:37][O:38][CH3:39])=[O:22])=[CH:4][C:5]([NH:8][C:9]2[N:13]([CH:14]([CH3:15])[CH3:16])[N:12]=[C:11]([CH3:17])[CH:10]=2)=[N:6][CH:7]=1. The yield is 0.305.